Dataset: Retrosynthesis with 50K atom-mapped reactions and 10 reaction types from USPTO. Task: Predict the reactants needed to synthesize the given product. (1) Given the product CC(C)(C)OC(=O)N1CCN(C(=O)OCc2ccccc2)C[C@@H]1C(=O)O, predict the reactants needed to synthesize it. The reactants are: CCOC(=O)[C@H]1CN(C(=O)OCc2ccccc2)CCN1C(=O)OC(C)(C)C. (2) Given the product O=[N+]([O-])c1ccc(Oc2cccn3nccc23)c(Cl)c1, predict the reactants needed to synthesize it. The reactants are: O=[N+]([O-])c1ccc(F)c(Cl)c1.Oc1cccn2nccc12. (3) Given the product CCCCCCC(O)(c1ccccc1)C1CCCN(C(=O)OC(C)(C)C)C1, predict the reactants needed to synthesize it. The reactants are: CC(C)(C)OC(=O)N1CCCC(C(=O)c2ccccc2)C1.CCCCCC[Mg+]. (4) Given the product CCOC(=O)c1cnc2c(C(F)(F)F)cccc2c1-c1cccc(N)c1, predict the reactants needed to synthesize it. The reactants are: CCOC(=O)c1cnc2c(C(F)(F)F)cccc2c1Cl.Nc1cccc(B(O)O)c1. (5) The reactants are: CCN(CC)CCCN.CO/C(=C\C=C\c1cc2ccccc2o1)C(=O)O. Given the product CCN(CC)CCCNC(=O)/C(=C/C=C/c1cc2ccccc2o1)OC, predict the reactants needed to synthesize it. (6) Given the product CC[C@@]12CC[C@](O)(C(F)(F)F)C[C@H]1CCCc1cc3c(cnn3-c3ccc(SC)cc3)cc12, predict the reactants needed to synthesize it. The reactants are: CC[C@@]12CC[C@](O)(C(F)(F)F)C[C@H]1CCCc1cc3c(cnn3-c3ccc(F)cc3)cc12.C[S-]. (7) Given the product O=C(N1CCC(N2CCCCC2)CC1)N1Cc2ccccc2Oc2ccc(Cl)cc21, predict the reactants needed to synthesize it. The reactants are: C1CCN(C2CCNCC2)CC1.O=C(Cl)N1Cc2ccccc2Oc2ccc(Cl)cc21. (8) Given the product COc1cc(Nc2nc(C)c(Cc3ccc(C)c(Cl)c3)s2)ccc1-n1cnc(C)c1, predict the reactants needed to synthesize it. The reactants are: CC(=O)C(Cl)Cc1ccc(C)c(Cl)c1.COc1cc(NC(N)=S)ccc1-n1cnc(C)c1. (9) Given the product CN(C(=O)CNC(=O)OC(C)(C)C)[C@@H]1CCN(Cc2ccccc2)C1, predict the reactants needed to synthesize it. The reactants are: CC(C)(C)OC(=O)NCC(=O)O.CN[C@@H]1CCN(Cc2ccccc2)C1. (10) Given the product COC(=O)c1ccc(-c2ccc(N)cc2)o1, predict the reactants needed to synthesize it. The reactants are: COC(=O)c1ccc(-c2ccc(NC(=O)OC(C)(C)C)cc2)o1.